Binary Classification. Given a drug SMILES string, predict its activity (active/inactive) in a high-throughput screening assay against a specified biological target. From a dataset of M1 muscarinic receptor antagonist screen with 61,756 compounds. (1) The molecule is s1c(cc2c(cccc2)c1=O)C(OC)=O. The result is 0 (inactive). (2) The molecule is O(CC(n1c(c(cc1C)C(=O)COC(=O)c1oc2c(c1C)cccc2)C)C)C. The result is 0 (inactive).